Dataset: Peptide-MHC class I binding affinity with 185,985 pairs from IEDB/IMGT. Task: Regression. Given a peptide amino acid sequence and an MHC pseudo amino acid sequence, predict their binding affinity value. This is MHC class I binding data. The peptide sequence is AIGVLIGGLEW. The MHC is HLA-A01:01 with pseudo-sequence HLA-A01:01. The binding affinity (normalized) is 0.244.